From a dataset of Full USPTO retrosynthesis dataset with 1.9M reactions from patents (1976-2016). Predict the reactants needed to synthesize the given product. (1) Given the product [Br:9][C:6]1[O:5][C:4]([C:1](=[O:3])[CH:2]=[CH:16][C:15]2[CH:18]=[CH:19][C:12]([N:11]([CH3:20])[CH3:10])=[CH:13][CH:14]=2)=[CH:8][CH:7]=1, predict the reactants needed to synthesize it. The reactants are: [C:1]([C:4]1[O:5][C:6]([Br:9])=[CH:7][CH:8]=1)(=[O:3])[CH3:2].[CH3:10][N:11]([CH3:20])[C:12]1[CH:19]=[CH:18][C:15]([CH:16]=O)=[CH:14][CH:13]=1.[OH-].[K+]. (2) Given the product [CH:27]([C:23]1[CH:24]=[CH:25][CH:26]=[C:20]([CH:17]([CH3:19])[CH3:18])[C:21]=1[NH:22][C:2]1[CH:7]=[CH:6][CH:5]=[CH:4][C:3]=1[CH3:8])([CH3:29])[CH3:28], predict the reactants needed to synthesize it. The reactants are: Br[C:2]1[CH:7]=[CH:6][CH:5]=[CH:4][C:3]=1[CH3:8].ClC1C=CC=CC=1C.[CH:17]([C:20]1[CH:26]=[CH:25][CH:24]=[C:23]([CH:27]([CH3:29])[CH3:28])[C:21]=1[NH2:22])([CH3:19])[CH3:18].CC([O-])(C)C.[Na+].